From a dataset of Forward reaction prediction with 1.9M reactions from USPTO patents (1976-2016). Predict the product of the given reaction. (1) Given the reactants I[C:2]1[CH:7]=[CH:6][C:5]([O:8][C:9]([F:12])([F:11])[F:10])=[CH:4][CH:3]=1.[CH2:13]([OH:18])[CH2:14][CH2:15][C:16]#[CH:17], predict the reaction product. The product is: [F:10][C:9]([F:12])([F:11])[O:8][C:5]1[CH:6]=[CH:7][C:2]([C:17]#[C:16][CH2:15][CH2:14][CH2:13][OH:18])=[CH:3][CH:4]=1. (2) The product is: [CH3:2][O:3][C:4](=[O:15])[C@@H:5]([NH:14][C:22](=[O:23])[C:21]1[CH:25]=[C:17]([NH2:16])[CH:18]=[CH:19][C:20]=1[Cl:26])[CH2:6][C:7]1[CH:12]=[CH:11][C:10]([Br:13])=[CH:9][CH:8]=1. Given the reactants Cl.[CH3:2][O:3][C:4](=[O:15])[C@@H:5]([NH2:14])[CH2:6][C:7]1[CH:12]=[CH:11][C:10]([Br:13])=[CH:9][CH:8]=1.[NH2:16][C:17]1[CH:18]=[CH:19][C:20]([Cl:26])=[C:21]([CH:25]=1)[C:22](O)=[O:23].Cl, predict the reaction product. (3) Given the reactants CS(O[CH:6]1[CH2:15][N:14]2[C:10](=[N:11][C:12]3[CH:19]=[CH:18][CH:17]=[C:16]([N:20]([CH2:23][CH3:24])[CH2:21][CH3:22])[C:13]=32)[N:9]([C:25]2[CH:30]=[CH:29][C:28]([Cl:31])=[CH:27][C:26]=2[Cl:32])[CH2:8][CH2:7]1)(=O)=O.[N-:33]=[N+:34]=[N-:35].[Na+].C(OCC)(=O)C, predict the reaction product. The product is: [N:33]([CH:6]1[CH2:15][N:14]2[C:10](=[N:11][C:12]3[C:13]2=[C:16]([N:20]([CH2:23][CH3:24])[CH2:21][CH3:22])[CH:17]=[CH:18][CH:19]=3)[N:9]([C:25]2[CH:30]=[CH:29][C:28]([Cl:31])=[CH:27][C:26]=2[Cl:32])[CH2:8][CH2:7]1)=[N+:34]=[N-:35].[Cl:32][C:26]1[CH:27]=[C:28]([Cl:31])[CH:29]=[CH:30][C:25]=1[N:9]1[C:10]2=[N:11][C:12]3[C:13](=[C:16]([N:20]([CH2:23][CH3:24])[CH2:21][CH3:22])[CH:17]=[CH:18][CH:19]=3)[N:14]2[CH:15]=[CH:6][CH2:7][CH2:8]1. (4) Given the reactants [C:1]1([CH3:21])[CH:6]=[C:5]([CH3:7])[CH:4]=[C:3]([CH3:8])[C:2]=1[N:9]=[N:10][NH:11][C:12]1[C:17]([CH3:18])=[CH:16][C:15]([CH3:19])=[CH:14][C:13]=1[CH3:20].[C:22]1([CH3:32])[CH:27]=[C:26]([CH3:28])[CH:25]=[C:24]([CH3:29])[C:23]=1[C:30]#[CH:31].ClOC(C)(C)C.[F:39][P-:40]([F:45])([F:44])([F:43])([F:42])[F:41].[K+], predict the reaction product. The product is: [F:39][P-:40]([F:45])([F:44])([F:43])([F:42])[F:41].[CH3:21][C:1]1[CH:6]=[C:5]([CH3:7])[CH:4]=[C:3]([CH3:8])[C:2]=1[NH+:9]1[CH:31]=[C:30]([C:23]2[C:24]([CH3:29])=[CH:25][C:26]([CH3:28])=[CH:27][C:22]=2[CH3:32])[N:11]([C:12]2[C:13]([CH3:20])=[CH:14][C:15]([CH3:19])=[CH:16][C:17]=2[CH3:18])[NH:10]1. (5) The product is: [NH2:31][C:26]([C:20]1[CH:21]=[C:22]([I:25])[CH:23]=[C:24]2[C:19]=1[N:18]=[CH:17][N:16]=[C:15]2[NH:14][C@H:10]1[CH2:11][CH2:12][CH2:13][N:8]([C:6]([O:5][C:1]([CH3:4])([CH3:3])[CH3:2])=[O:7])[CH2:9]1)=[O:28]. Given the reactants [C:1]([O:5][C:6]([N:8]1[CH2:13][CH2:12][CH2:11][C@H:10]([NH:14][C:15]2[C:24]3[C:19](=[C:20]([C:26]([O:28]C)=O)[CH:21]=[C:22]([I:25])[CH:23]=3)[N:18]=[CH:17][N:16]=2)[CH2:9]1)=[O:7])([CH3:4])([CH3:3])[CH3:2].[OH-].[NH4+:31], predict the reaction product. (6) Given the reactants [CH3:1][N:2]([C@@H:12]1[C@H:17]([CH3:18])[CH2:16][CH2:15][NH:14][CH2:13]1)[C:3]1[C:4]2[O:11][CH2:10][CH2:9][C:5]=2[N:6]=[CH:7][N:8]=1.[C:19]([CH2:21][C:22](ON1C(=O)CCC1=O)=[O:23])#[N:20], predict the reaction product. The product is: [N:6]1[C:5]2[CH2:9][CH2:10][O:11][C:4]=2[C:3]([N:2]([CH3:1])[C@@H:12]2[C@H:17]([CH3:18])[CH2:16][CH2:15][N:14]([C:22](=[O:23])[CH2:21][C:19]#[N:20])[CH2:13]2)=[N:8][CH:7]=1.